From a dataset of Full USPTO retrosynthesis dataset with 1.9M reactions from patents (1976-2016). Predict the reactants needed to synthesize the given product. (1) Given the product [F:17][C:18]1[C:24]([N+:25]([O-:27])=[O:26])=[CH:23][C:21]([NH:22][C:2]2[N:7]=[C:6]([C:8]3[CH:9]=[N:10][N:11]4[CH2:16][CH2:15][CH2:14][CH2:13][C:12]=34)[CH:5]=[CH:4][N:3]=2)=[C:20]([O:28][CH3:29])[CH:19]=1, predict the reactants needed to synthesize it. The reactants are: Cl[C:2]1[N:7]=[C:6]([C:8]2[CH:9]=[N:10][N:11]3[CH2:16][CH2:15][CH2:14][CH2:13][C:12]=23)[CH:5]=[CH:4][N:3]=1.[F:17][C:18]1[C:24]([N+:25]([O-:27])=[O:26])=[CH:23][C:21]([NH2:22])=[C:20]([O:28][CH3:29])[CH:19]=1.O.C1(C)C=CC(S(O)(=O)=O)=CC=1. (2) Given the product [CH:28]([OH:30])=[O:29].[CH2:31]([NH:35][C:28]([C:25]1[CH2:24][CH2:23][NH:22][C:21]2[N:20]=[CH:19][N:18]=[C:17]([NH:16][C:4]3[CH:5]=[CH:6][C:7]([O:8][C:9]4[CH:10]=[N:11][C:12]([CH3:15])=[CH:13][CH:14]=4)=[C:2]([CH3:1])[CH:3]=3)[C:27]=2[CH:26]=1)=[O:29])[CH:32]([CH3:34])[CH3:33], predict the reactants needed to synthesize it. The reactants are: [CH3:1][C:2]1[CH:3]=[C:4]([NH:16][C:17]2[C:27]3[CH:26]=[C:25]([C:28]([OH:30])=[O:29])[CH2:24][CH2:23][NH:22][C:21]=3[N:20]=[CH:19][N:18]=2)[CH:5]=[CH:6][C:7]=1[O:8][C:9]1[CH:10]=[N:11][C:12]([CH3:15])=[CH:13][CH:14]=1.[CH2:31]([NH2:35])[CH:32]([CH3:34])[CH3:33].ON1C2C=CC=CC=2N=N1.Cl.C(N=C=NCCCN(C)C)C. (3) The reactants are: Br[C:2]1[CH:7]=[C:6]([C:8]([F:11])([F:10])[F:9])[CH:5]=[C:4]([S:12]([CH3:15])(=[O:14])=[O:13])[CH:3]=1.CCN(CC)CC.[C]=O.C[CH2:26][O:27][C:28](C)=[O:29]. Given the product [CH3:26][O:27][C:28](=[O:29])[C:2]1[CH:7]=[C:6]([C:8]([F:11])([F:10])[F:9])[CH:5]=[C:4]([S:12]([CH3:15])(=[O:14])=[O:13])[CH:3]=1, predict the reactants needed to synthesize it. (4) Given the product [Cl:34][CH2:28][CH:24]([NH:23][C:21]([C:18]1[C:17]2[CH:30]=[C:13]([N:4]3[C:5](=[O:12])[CH:6]=[C:7]([C:8]([F:11])([F:10])[F:9])[N:2]([CH3:1])[C:3]3=[O:31])[CH:14]=[CH:15][C:16]=2[S:20][N:19]=1)=[O:22])[CH:25]([CH3:27])[CH3:26], predict the reactants needed to synthesize it. The reactants are: [CH3:1][N:2]1[C:7]([C:8]([F:11])([F:10])[F:9])=[CH:6][C:5](=[O:12])[N:4]([C:13]2[CH:14]=[CH:15][C:16]3[S:20][N:19]=[C:18]([C:21]([NH:23][CH:24]([CH2:28]O)[CH:25]([CH3:27])[CH3:26])=[O:22])[C:17]=3[CH:30]=2)[C:3]1=[O:31].S(Cl)([Cl:34])=O. (5) Given the product [NH2:26][C:11]1[S:12][C@H:13]([C:15]2[C:16]([CH3:25])=[N:17][O:18][C:19]=2[CH2:20][C:21]([CH3:23])([OH:24])[CH3:22])[CH2:14][C@:9]([C:3]2[CH:4]=[CH:5][C:6]([F:8])=[CH:7][C:2]=2[F:1])([CH3:34])[N:10]=1, predict the reactants needed to synthesize it. The reactants are: [F:1][C:2]1[CH:7]=[C:6]([F:8])[CH:5]=[CH:4][C:3]=1[C@:9]1([CH3:34])[CH2:14][C@@H:13]([C:15]2[C:16]([CH3:25])=[N:17][O:18][C:19]=2[CH2:20][C:21]([OH:24])([CH3:23])[CH3:22])[S:12][C:11]([NH:26]C(=O)OC(C)(C)C)=[N:10]1.FC1C=C(F)C(C(O)(C)C)=CC=1[C@]1(C)C[C@@H](C2C(C)=NOC=2C)SC(NC(=O)OC(C)(C)C)=N1.C(O)(C(F)(F)F)=O. (6) Given the product [Br:1][C:2]1[C:3]([F:16])=[CH:4][CH:5]=[C:6]2[C:11]=1[N:10]=[C:9]([Cl:19])[N:8]([CH2:13][CH3:14])[C:7]2=[O:15], predict the reactants needed to synthesize it. The reactants are: [Br:1][C:2]1[C:3]([F:16])=[CH:4][CH:5]=[C:6]2[C:11]=1[NH:10][C:9](=O)[N:8]([CH2:13][CH3:14])[C:7]2=[O:15].P(Cl)(Cl)([Cl:19])=O.CCN(C(C)C)C(C)C.[OH-].[Na+]. (7) Given the product [O:58]=[S:55]1(=[O:59])[CH2:56][CH2:57][CH:53]([NH:52][C:45](=[O:47])[C:44]2[CH:48]=[CH:49][C:41]([NH:40][C:36]3[N:35]=[C:34]([C:33]4[N:29]([CH:26]([CH3:27])[CH3:28])[C:30]([CH3:50])=[N:31][CH:32]=4)[CH:39]=[CH:38][N:37]=3)=[CH:42][CH:43]=2)[CH2:54]1, predict the reactants needed to synthesize it. The reactants are: CN(C(ON1N=NC2C=CC=CC1=2)=[N+](C)C)C.F[P-](F)(F)(F)(F)F.[Na+].[CH:26]([N:29]1[C:33]([C:34]2[CH:39]=[CH:38][N:37]=[C:36]([NH:40][C:41]3[CH:49]=[CH:48][C:44]([C:45]([O-:47])=O)=[CH:43][CH:42]=3)[N:35]=2)=[CH:32][N:31]=[C:30]1[CH3:50])([CH3:28])[CH3:27].Cl.[NH2:52][CH:53]1[CH2:57][CH2:56][S:55](=[O:59])(=[O:58])[CH2:54]1.CCN(C(C)C)C(C)C.